Dataset: Catalyst prediction with 721,799 reactions and 888 catalyst types from USPTO. Task: Predict which catalyst facilitates the given reaction. (1) Reactant: [O:1]=[C:2]1[CH2:7][CH2:6][CH2:5][CH2:4][CH:3]1[C:8]([O:10][CH2:11][CH3:12])=[O:9].[CH2:13](O)[CH2:14][OH:15].C12(CS(O)(=O)=O)C(C)(C)C(CC1)CC2=O. Product: [O:15]1[C:2]2([CH2:7][CH2:6][CH2:5][CH2:4][CH:3]2[C:8]([O:10][CH2:11][CH3:12])=[O:9])[O:1][CH2:13][CH2:14]1. The catalyst class is: 715. (2) Reactant: [CH2:1]([O:8][C:9]([C:11]1[C:19]2[C:14](=[CH:15][CH:16]=[C:17]([CH2:20][CH2:21][N:22]3[CH2:26][CH2:25][CH2:24][CH2:23]3)[CH:18]=2)[NH:13][C:12]=1[CH3:27])=[O:10])[C:2]1[CH:7]=[CH:6][CH:5]=[CH:4][CH:3]=1.[ClH:28]. Product: [ClH:28].[CH2:1]([O:8][C:9]([C:11]1[C:19]2[C:14](=[CH:15][CH:16]=[C:17]([CH2:20][CH2:21][N:22]3[CH2:26][CH2:25][CH2:24][CH2:23]3)[CH:18]=2)[NH:13][C:12]=1[CH3:27])=[O:10])[C:2]1[CH:7]=[CH:6][CH:5]=[CH:4][CH:3]=1. The catalyst class is: 343. (3) Reactant: [CH2:1]([C:5]1[N:9]([CH2:10][C:11]2[CH:16]=[CH:15][C:14]([C:17]3[C:18]([C:23]#[N:24])=[CH:19][CH:20]=[CH:21][CH:22]=3)=[CH:13][CH:12]=2)[C:8](=[O:25])[NH:7][N:6]=1)[CH2:2][CH2:3][CH3:4].[CH3:26][C:27]1([CH3:39])[CH2:31][C:30]2[CH:32]=[C:33](B(O)O)[CH:34]=[CH:35][C:29]=2[O:28]1.N1C=CC=CC=1.C(N(CC)CC)C. Product: [CH2:1]([C:5]1[N:9]([CH2:10][C:11]2[CH:16]=[CH:15][C:14]([C:17]3[C:18]([C:23]#[N:24])=[CH:19][CH:20]=[CH:21][CH:22]=3)=[CH:13][CH:12]=2)[C:8](=[O:25])[N:7]([C:33]2[CH:34]=[CH:35][C:29]3[O:28][C:27]([CH3:26])([CH3:39])[CH2:31][C:30]=3[CH:32]=2)[N:6]=1)[CH2:2][CH2:3][CH3:4]. The catalyst class is: 651. (4) The catalyst class is: 14. Product: [OH:17][NH:16][C:1](=[NH:2])[N:3]1[CH2:4][CH2:5][N:6]([C:9]([O:11][C:12]([CH3:14])([CH3:13])[CH3:15])=[O:10])[CH2:7][CH2:8]1. Reactant: [C:1]([N:3]1[CH2:8][CH2:7][N:6]([C:9]([O:11][C:12]([CH3:15])([CH3:14])[CH3:13])=[O:10])[CH2:5][CH2:4]1)#[N:2].[NH2:16][OH:17]. (5) Reactant: [CH2:1]([O:8][C:9]([N:11]1[CH2:16][CH2:15][CH:14]([OH:17])[CH2:13][CH2:12]1)=[O:10])[C:2]1[CH:7]=[CH:6][CH:5]=[CH:4][CH:3]=1.[H-].[Na+].Br[CH2:21][C:22]([O:24][CH2:25][CH3:26])=[O:23]. Product: [CH2:1]([O:8][C:9]([N:11]1[CH2:16][CH2:15][CH:14]([O:17][CH2:21][C:22]([O:24][CH2:25][CH3:26])=[O:23])[CH2:13][CH2:12]1)=[O:10])[C:2]1[CH:7]=[CH:6][CH:5]=[CH:4][CH:3]=1. The catalyst class is: 12. (6) Reactant: Br[CH2:2][CH2:3][CH2:4][CH2:5][CH2:6][CH2:7][CH2:8][CH2:9][CH2:10][CH2:11][CH2:12][CH2:13][CH2:14][CH2:15][CH2:16][CH3:17].[CH2:18]([O:21][CH2:22][C@H:23]([CH2:25][O:26][CH2:27][C:28]1[CH:33]=[CH:32][CH:31]=[CH:30][CH:29]=1)[OH:24])[CH:19]=[CH2:20].[H-].[Na+]. Product: [CH2:18]([O:21][CH2:22][C@H:23]([CH2:25][O:26][CH2:27][C:28]1[CH:29]=[CH:30][CH:31]=[CH:32][CH:33]=1)[O:24][CH2:2][CH2:3][CH2:4][CH2:5][CH2:6][CH2:7][CH2:8][CH2:9][CH2:10][CH2:11][CH2:12][CH2:13][CH2:14][CH2:15][CH2:16][CH3:17])[CH:19]=[CH2:20]. The catalyst class is: 3. (7) Reactant: [CH2:1]([O:8][C:9]1[CH:14]=[CH:13][C:12]([N+:15]([O-:17])=[O:16])=[CH:11][C:10]=1[F:18])[C:2]1[CH:7]=[CH:6][CH:5]=[CH:4][CH:3]=1.ClC1C=CC(O[CH2:25][C:26]#[N:27])=CC=1.CC(C)([O-])C.[K+].Cl. Product: [CH2:1]([O:8][C:9]1[C:10]([F:18])=[CH:11][C:12]([N+:15]([O-:17])=[O:16])=[C:13]([CH2:25][C:26]#[N:27])[CH:14]=1)[C:2]1[CH:3]=[CH:4][CH:5]=[CH:6][CH:7]=1. The catalyst class is: 3. (8) Reactant: C(O[C:9](=N)[C:10]([Cl:13])([Cl:12])[Cl:11])C1C=CC=CC=1.[C:15]1([NH2:22])[C:16]([NH2:21])=[CH:17][CH:18]=[CH:19][CH:20]=1.O. Product: [Cl:11][C:10]([Cl:13])([Cl:12])[C:9]1[NH:22][C:15]2[CH:20]=[CH:19][CH:18]=[CH:17][C:16]=2[N:21]=1. The catalyst class is: 15.